This data is from Full USPTO retrosynthesis dataset with 1.9M reactions from patents (1976-2016). The task is: Predict the reactants needed to synthesize the given product. (1) Given the product [F:2][C:3]1[CH:17]=[CH:16][C:6]2[C:7]([CH:10]3[CH2:11][CH2:12][N:13]([CH2:19][CH2:20][C:21]4[CH:22]=[C:23]5[C:28](=[CH:29][CH:30]=4)[NH:27][C:26](=[O:31])[CH2:25][C:24]5([CH3:32])[CH3:33])[CH2:14][CH2:15]3)=[N:8][S:9][C:5]=2[CH:4]=1, predict the reactants needed to synthesize it. The reactants are: Cl.[F:2][C:3]1[CH:17]=[CH:16][C:6]2[C:7]([CH:10]3[CH2:15][CH2:14][NH:13][CH2:12][CH2:11]3)=[N:8][S:9][C:5]=2[CH:4]=1.Cl[CH2:19][CH2:20][C:21]1[CH:22]=[C:23]2[C:28](=[CH:29][CH:30]=1)[NH:27][C:26](=[O:31])[CH2:25][C:24]2([CH3:33])[CH3:32]. (2) Given the product [C:40]([N:26]1[CH2:25][CH2:29][O:28][C:27]1=[O:30])([O:39][C:36]([CH3:38])([CH3:37])[CH3:35])=[O:41], predict the reactants needed to synthesize it. The reactants are: C(OC1C=C(SC2C=CC(CCC[C:25]3(CSC)[CH2:29][O:28][C:27](=[O:30])[NH:26]3)=C(Cl)C=2)C=CC=1)C1C=CC=CC=1.[CH3:35][C:36]([O:39][C:40](O[C:40]([O:39][C:36]([CH3:38])([CH3:37])[CH3:35])=[O:41])=[O:41])([CH3:38])[CH3:37].CN(C1C=CC=CN=1)C. (3) Given the product [Cl:1][C:2]1[CH:3]=[C:4]([C:9]2[O:13][N:12]=[C:11]([C:14]3[CH:19]=[CH:18][C:17]([CH2:20][CH2:21][C:22]([O:24][C:25]([CH3:28])([CH3:27])[CH3:26])=[O:23])=[CH:16][C:15]=3[CH3:29])[N:10]=2)[CH:5]=[N:6][C:7]=1[CH2:38][CH:39]([CH3:41])[CH3:40], predict the reactants needed to synthesize it. The reactants are: [Cl:1][C:2]1[CH:3]=[C:4]([C:9]2[O:13][N:12]=[C:11]([C:14]3[CH:19]=[CH:18][C:17]([CH2:20][CH2:21][C:22]([O:24][C:25]([CH3:28])([CH3:27])[CH3:26])=[O:23])=[CH:16][C:15]=3[CH3:29])[N:10]=2)[CH:5]=[N:6][C:7]=1Cl.CN1CCCC1=O.[Br-].[CH2:38]([Zn+])[CH:39]([CH3:41])[CH3:40]. (4) Given the product [N:12]1([C:11]2[C:2]([O:1][S:29]([C:32]([F:35])([F:34])[F:33])(=[O:30])=[O:28])=[N:3][C:4]3[C:9]([N:10]=2)=[CH:8][C:7]([C:18]([O:20][CH3:21])=[O:19])=[CH:6][CH:5]=3)[CH2:17][CH2:16][CH2:15][CH2:14][CH2:13]1, predict the reactants needed to synthesize it. The reactants are: [O:1]=[C:2]1[C:11]([N:12]2[CH2:17][CH2:16][CH2:15][CH2:14][CH2:13]2)=[N:10][C:9]2[C:4](=[CH:5][CH:6]=[C:7]([C:18]([O:20][CH3:21])=[O:19])[CH:8]=2)[NH:3]1.N1C=CC=CC=1.[O:28](S(C(F)(F)F)(=O)=O)[S:29]([C:32]([F:35])([F:34])[F:33])(=O)=[O:30].